From a dataset of Reaction yield outcomes from USPTO patents with 853,638 reactions. Predict the reaction yield, written as a fraction of the theoretical maximum amount of product (1.0 means a 100% yield; for example, 0.34 means a 34% yield). (1) The reactants are [CH:1]1[C:13]2[N:12]([CH:14]3[C:23]4[C:18](=[CH:19][CH:20]=[CH:21][CH:22]=4)[N:17]([C:24](=[O:35])[C:25]4[CH:30]=[CH:29][C:28]([O:31][CH3:32])=[C:27]([O:33][CH3:34])[CH:26]=4)[CH:16]([CH2:36][CH2:37][CH2:38][CH2:39][CH2:40]O)[CH2:15]3)[C:11]3[C:6](=[CH:7][CH:8]=[CH:9][CH:10]=3)[C:5]=2[CH:4]=[CH:3][CH:2]=1.[CH2:42]([SH:48])[CH2:43][CH2:44][CH2:45][CH2:46][CH3:47]. No catalyst specified. The yield is 0.0700. The product is [CH3:34][O:33][C:27]1[CH:26]=[C:25]([CH:30]=[CH:29][C:28]=1[O:31][CH3:32])[C:24]([N:17]1[C:18]2[C:23](=[CH:22][CH:21]=[CH:20][CH:19]=2)[CH:14]([N:12]2[C:13]3[CH:1]=[CH:2][CH:3]=[CH:4][C:5]=3[C:6]3[C:11]2=[CH:10][CH:9]=[CH:8][CH:7]=3)[CH2:15][CH:16]1[CH2:36][CH2:37][CH2:38][CH2:39][CH2:40][S:48][CH2:42][CH2:43][CH2:44][CH2:45][CH2:46][CH3:47])=[O:35]. (2) The reactants are [CH3:1][Si:2]1([CH:8]=[CH:9][C:10]([O:12][CH2:13][C:14]2[CH:19]=[CH:18][CH:17]=[CH:16][CH:15]=2)=[O:11])[CH2:7][CH2:6][CH2:5][CH2:4][CH2:3]1.C1CCN2C(=NCCC2)CC1.Cl.[N+:32]([CH3:35])([O-:34])=[O:33]. No catalyst specified. The product is [N+:32]([CH2:35][CH:8]([Si:2]1([CH3:1])[CH2:7][CH2:6][CH2:5][CH2:4][CH2:3]1)[CH2:9][C:10]([O:12][CH2:13][C:14]1[CH:15]=[CH:16][CH:17]=[CH:18][CH:19]=1)=[O:11])([O-:34])=[O:33]. The yield is 0.720. (3) The product is [Cl:45][C:46]1[CH:51]=[CH:50][C:49]([CH:52]([C:54]2[CH:55]=[CH:56][CH:57]=[CH:58][CH:59]=2)[NH:53][C:19](=[O:20])[CH2:18][C:15]2[CH:16]=[CH:17][C:11]3[O:10][C:9]([CH2:8][C:7]4[C:2]([CH3:1])=[N:3][CH:4]=[CH:5][CH:6]=4)=[CH:13][C:12]=3[CH:14]=2)=[C:48]([CH3:60])[CH:47]=1. The yield is 0.300. The catalyst is CN(C=O)C. The reactants are [CH3:1][C:2]1[C:7]([CH2:8][C:9]2[O:10][C:11]3[CH:17]=[CH:16][C:15]([CH2:18][C:19](O)=[O:20])=[CH:14][C:12]=3[CH:13]=2)=[CH:6][CH:5]=[CH:4][N:3]=1.C1C=CC2N(O)N=NC=2C=1.C(Cl)CCl.CCN(C(C)C)C(C)C.[Cl:45][C:46]1[CH:51]=[CH:50][C:49]([CH:52]([C:54]2[CH:59]=[CH:58][CH:57]=[CH:56][CH:55]=2)[NH2:53])=[C:48]([CH3:60])[CH:47]=1. (4) The reactants are [O:1]1[CH2:5][CH2:4][O:3][CH:2]1[CH2:6][CH2:7][C:8]1[CH:15]=[CH:14][C:11]([C:12]#[N:13])=[CH:10][CH:9]=1.[OH:16]O.[OH-].[Na+].Cl. The catalyst is CO. The product is [O:1]1[CH2:5][CH2:4][O:3][CH:2]1[CH2:6][CH2:7][C:8]1[CH:15]=[CH:14][C:11]([C:12]([NH2:13])=[O:16])=[CH:10][CH:9]=1. The yield is 0.970. (5) The reactants are [C:1]([C:3]1[CH:19]=[CH:18][C:6]2[CH2:7][CH2:8][N:9]([C:12](=[O:17])[C:13]([F:16])([F:15])[F:14])[CH2:10][CH2:11][C:5]=2[C:4]=1OS(C(F)(F)F)(=O)=O)#[N:2].[CH2:28]([NH2:35])[C:29]1[CH:34]=[CH:33][CH:32]=[CH:31][CH:30]=1.C1C=CC(P(C2C(C3C(P(C4C=CC=CC=4)C4C=CC=CC=4)=CC=C4C=3C=CC=C4)=C3C(C=CC=C3)=CC=2)C2C=CC=CC=2)=CC=1.C(=O)([O-])[O-].[Cs+].[Cs+]. The catalyst is C1(C)C=CC=CC=1.C([O-])(=O)C.[Pd+2].C([O-])(=O)C. The product is [CH2:28]([NH:35][C:4]1[C:5]2[CH2:11][CH2:10][N:9]([C:12](=[O:17])[C:13]([F:16])([F:15])[F:14])[CH2:8][CH2:7][C:6]=2[CH:18]=[CH:19][C:3]=1[C:1]#[N:2])[C:29]1[CH:34]=[CH:33][CH:32]=[CH:31][CH:30]=1. The yield is 0.540. (6) The reactants are [N+:1]([C:4]1[CH:5]=[C:6]([CH2:10][C:11]#[N:12])[CH:7]=[CH:8][CH:9]=1)([O-])=O.O.NN.[F:16][C:17]([F:24])([F:23])[C:18](OCC)=[O:19]. The catalyst is C(O)C.[C].[Pd].[Ni]. The product is [NH2:1][C:4]1[CH:5]=[C:6]([CH2:10][CH2:11][NH:12][C:18](=[O:19])[C:17]([F:24])([F:23])[F:16])[CH:7]=[CH:8][CH:9]=1. The yield is 0.540. (7) The reactants are C[O:2][C:3]1[CH:4]=[N:5][CH:6]=[C:7]([CH:10]=1)[C:8]#[N:9].Cl.N1C=CC=CC=1.O.C(=O)(O)[O-].[Na+]. The catalyst is C(OCC)C. The product is [OH:2][C:3]1[CH:4]=[N:5][CH:6]=[C:7]([CH:10]=1)[C:8]#[N:9]. The yield is 0.950. (8) The catalyst is C(O)C. The product is [C:13]1(=[O:15])[C:5]2=[CH:6][C:7]3[CH2:8][CH2:9][CH2:10][CH2:11][C:12]=3[N:4]2[CH2:3][CH2:2][NH:1]1. The reactants are [NH2:1][CH2:2][CH2:3][N:4]1[C:12]2[CH2:11][CH2:10][CH2:9][CH2:8][C:7]=2[CH:6]=[C:5]1[C:13]([O:15]CC)=O.[O-]CC.[Na+]. The yield is 0.420.